Task: Predict the reactants needed to synthesize the given product.. Dataset: Full USPTO retrosynthesis dataset with 1.9M reactions from patents (1976-2016) (1) The reactants are: [Br:1][C:2]1[CH:7]=[CH:6][C:5]([CH:8]([CH3:12])[CH2:9][CH2:10][OH:11])=[CH:4][CH:3]=1.[O:13]1[CH:18]=[CH:17][CH2:16][CH2:15][CH2:14]1.C1(C)C=CC(S(O)(=O)=O)=CC=1. Given the product [Br:1][C:2]1[CH:3]=[CH:4][C:5]([CH:8]([CH3:12])[CH2:9][CH2:10][O:11][CH:14]2[CH2:15][CH2:16][CH2:17][CH2:18][O:13]2)=[CH:6][CH:7]=1, predict the reactants needed to synthesize it. (2) Given the product [CH3:41][N:42]([CH3:43])[C:44]([C:11]1[CH:10]=[C:9]([O:8][CH2:1][C:2]2[CH:7]=[CH:6][CH:5]=[CH:4][CH:3]=2)[C:17]2[N:16]=[C:15]([CH2:18][CH3:19])[N:14]([CH3:20])[C:13]=2[CH:12]=1)=[O:46], predict the reactants needed to synthesize it. The reactants are: [CH2:1]([O:8][C:9]1[C:17]2[N:16]=[C:15]([CH2:18][CH3:19])[N:14]([CH3:20])[C:13]=2[CH:12]=[C:11](Br)[CH:10]=1)[C:2]1[CH:7]=[CH:6][CH:5]=[CH:4][CH:3]=1.C1(P(C2C=CC=CC=2)C2C=CC=CC=2)C=CC=CC=1.[CH3:41][NH:42][CH3:43].[C:44](=[O:46])=O. (3) The reactants are: [CH3:1][O:2][C:3](=[O:25])/[CH:4]=[CH:5]/[C:6]1[CH:11]=[CH:10][C:9]([CH2:12][NH:13][CH2:14][CH2:15][C:16]2[C:24]3[C:19](=[CH:20][CH:21]=[CH:22][CH:23]=3)[NH:18][CH:17]=2)=[CH:8][CH:7]=1.[CH3:26][C:27]([CH3:29])=O. Given the product [CH3:1][O:2][C:3](=[O:25])/[CH:4]=[CH:5]/[C:6]1[CH:11]=[CH:10][C:9]([CH2:12][N:13]2[CH2:14][CH2:15][C:16]3[C:24]4[C:19](=[CH:20][CH:21]=[CH:22][CH:23]=4)[NH:18][C:17]=3[C:27]2([CH3:29])[CH3:26])=[CH:8][CH:7]=1, predict the reactants needed to synthesize it.